Dataset: Forward reaction prediction with 1.9M reactions from USPTO patents (1976-2016). Task: Predict the product of the given reaction. (1) Given the reactants [NH2:1][CH2:2][CH2:3][N:4]([CH3:12])[C:5](=[O:11])[O:6][C:7]([CH3:10])([CH3:9])[CH3:8].[CH3:13][O:14][C:15]1[CH:20]=[CH:19][C:18]([S:21](Cl)(=[O:23])=[O:22])=[CH:17][CH:16]=1.C(N(CC)CC)C, predict the reaction product. The product is: [CH3:13][O:14][C:15]1[CH:16]=[CH:17][C:18]([S:21]([NH:1][CH2:2][CH2:3][N:4]([CH3:12])[C:5](=[O:11])[O:6][C:7]([CH3:8])([CH3:9])[CH3:10])(=[O:23])=[O:22])=[CH:19][CH:20]=1. (2) Given the reactants Br[C:2]1[CH:3]=[C:4]([O:9][C:10]2[C:11]([F:27])=[C:12]([CH2:17][NH:18][C:19]([C:21]3[NH:25][CH:24]=[N:23][C:22]=3[Cl:26])=[O:20])[CH:13]=[CH:14][C:15]=2[Cl:16])[CH:5]=[C:6]([Cl:8])[CH:7]=1.[CH:28]1([C:31]#[CH:32])[CH2:30][CH2:29]1, predict the reaction product. The product is: [Cl:26][C:22]1[N:23]=[CH:24][NH:25][C:21]=1[C:19]([NH:18][CH2:17][C:12]1[CH:13]=[CH:14][C:15]([Cl:16])=[C:10]([O:9][C:4]2[CH:3]=[C:2]([C:32]#[C:31][CH:28]3[CH2:30][CH2:29]3)[CH:7]=[C:6]([Cl:8])[CH:5]=2)[C:11]=1[F:27])=[O:20]. (3) The product is: [C:3]([O:7][C:8]([N:10]1[CH2:15][CH:14]([C:16]2[CH:21]=[C:20]([F:22])[CH:19]=[C:18]([F:23])[CH:17]=2)[N:13]([CH2:24][C:25]([OH:27])=[O:26])[C:12](=[O:29])[C@H:11]1[CH2:30][CH:31]1[CH2:32][CH2:33][CH2:34][CH2:35][CH2:36][CH2:37]1)=[O:9])([CH3:6])([CH3:4])[CH3:5]. Given the reactants [OH-].[Li+].[C:3]([O:7][C:8]([N:10]1[CH2:15][CH:14]([C:16]2[CH:21]=[C:20]([F:22])[CH:19]=[C:18]([F:23])[CH:17]=2)[N:13]([CH2:24][C:25]([O:27]C)=[O:26])[C:12](=[O:29])[C@H:11]1[CH2:30][CH:31]1[CH2:37][CH2:36][CH2:35][CH2:34][CH2:33][CH2:32]1)=[O:9])([CH3:6])([CH3:5])[CH3:4].Cl, predict the reaction product. (4) Given the reactants Br[C:2]1[CH:3]=[C:4]2[C:10]([C:11]3[CH:12]=[N:13][N:14]([CH2:16][C:17]4[CH:22]=[CH:21][CH:20]=[C:19]([F:23])[CH:18]=4)[CH:15]=3)=[CH:9][N:8]([S:24]([C:27]3[CH:33]=[CH:32][C:30]([CH3:31])=[CH:29][CH:28]=3)(=[O:26])=[O:25])[C:5]2=[N:6][CH:7]=1.[CH3:34][O:35][C:36]1[CH:41]=[C:40](B2OC(C)(C)C(C)(C)O2)[CH:39]=[CH:38][C:37]=1[NH:51][S:52]([CH3:55])(=[O:54])=[O:53].C(=O)([O-])[O-].[K+].[K+], predict the reaction product. The product is: [F:23][C:19]1[CH:18]=[C:17]([CH:22]=[CH:21][CH:20]=1)[CH2:16][N:14]1[CH:15]=[C:11]([C:10]2[C:4]3[C:5](=[N:6][CH:7]=[C:2]([C:39]4[CH:40]=[CH:41][C:36]([O:35][CH3:34])=[C:37]([NH:51][S:52]([CH3:55])(=[O:53])=[O:54])[CH:38]=4)[CH:3]=3)[N:8]([S:24]([C:27]3[CH:33]=[CH:32][C:30]([CH3:31])=[CH:29][CH:28]=3)(=[O:26])=[O:25])[CH:9]=2)[CH:12]=[N:13]1. (5) Given the reactants Br[C:2]1[CH:7]=[CH:6][C:5]([F:8])=[CH:4][C:3]=1[CH3:9].C1(C)C=CC=CC=1P(C1C=CC=CC=1C)C1C=CC=CC=1C.CCN(C(C)C)C(C)C.[C:41]([O:45][CH2:46][CH3:47])(=[O:44])[CH:42]=[CH2:43], predict the reaction product. The product is: [CH2:46]([O:45][C:41](=[O:44])[CH:42]=[CH:43][C:2]1[CH:7]=[CH:6][C:5]([F:8])=[CH:4][C:3]=1[CH3:9])[CH3:47]. (6) Given the reactants [CH3:1][O:2][C:3]([C:5]1[NH:6][C:7](=[O:22])[C:8]2[C:13]([C:14]=1[C:15]1[CH:20]=[CH:19][CH:18]=[CH:17][CH:16]=1)=[CH:12][C:11]([Br:21])=[CH:10][CH:9]=2)=[O:4].[F:23][C:24]1[CH:31]=[CH:30][CH:29]=[CH:28][C:25]=1[CH2:26]Br.C(N=P1(N(CC)CC)N(C)CCCN1C)(C)(C)C, predict the reaction product. The product is: [CH3:1][O:2][C:3]([C:5]1[N:6]([CH2:26][C:25]2[CH:28]=[CH:29][CH:30]=[CH:31][C:24]=2[F:23])[C:7](=[O:22])[C:8]2[C:13]([C:14]=1[C:15]1[CH:20]=[CH:19][CH:18]=[CH:17][CH:16]=1)=[CH:12][C:11]([Br:21])=[CH:10][CH:9]=2)=[O:4]. (7) Given the reactants [CH:1]1([CH2:7][CH2:8][CH2:9][C@@H:10]([C:19]2[O:23][N:22]=[C:21]([C:24]([N:26]3[CH2:31][CH2:30][CH2:29][CH2:28][CH2:27]3)=[O:25])[N:20]=2)[CH2:11][C:12]([O:14]C(C)(C)C)=[O:13])[CH2:6][CH2:5][CH2:4][CH2:3][CH2:2]1.FC(F)(F)C(O)=O, predict the reaction product. The product is: [CH:1]1([CH2:7][CH2:8][CH2:9][C@@H:10]([C:19]2[O:23][N:22]=[C:21]([C:24]([N:26]3[CH2:31][CH2:30][CH2:29][CH2:28][CH2:27]3)=[O:25])[N:20]=2)[CH2:11][C:12]([OH:14])=[O:13])[CH2:2][CH2:3][CH2:4][CH2:5][CH2:6]1. (8) Given the reactants [OH:1][C:2]1[CH:3]=[C:4]([CH2:8][NH:9][C:10]([C:12]2[CH:13]=[C:14]3[C:19](=[CH:20][CH:21]=2)[N:18]=[CH:17][CH:16]=[CH:15]3)=[O:11])[CH:5]=[CH:6][CH:7]=1.Br[CH2:23][C:24]#[C:25][CH2:26][CH3:27].CN(C=O)C.C(=O)([O-])[O-].[Cs+].[Cs+], predict the reaction product. The product is: [CH2:23]([O:1][C:2]1[CH:3]=[C:4]([CH2:8][NH:9][C:10]([C:12]2[CH:13]=[C:14]3[C:19](=[CH:20][CH:21]=2)[N:18]=[CH:17][CH:16]=[CH:15]3)=[O:11])[CH:5]=[CH:6][CH:7]=1)[C:24]#[C:25][CH2:26][CH3:27]. (9) Given the reactants [F:1][C:2]1[C:7]([CH:8]=[O:9])=[CH:6][CH:5]=[C:4](F)[N:3]=1.[CH3:11][O:12][C:13](=[O:21])[C:14]1[CH:19]=[CH:18][C:17]([OH:20])=[CH:16][CH:15]=1.C([O-])([O-])=O.[K+].[K+], predict the reaction product. The product is: [CH3:11][O:12][C:13](=[O:21])[C:14]1[CH:19]=[CH:18][C:17]([O:20][C:4]2[CH:5]=[CH:6][C:7]([CH:8]=[O:9])=[C:2]([F:1])[N:3]=2)=[CH:16][CH:15]=1.